This data is from Catalyst prediction with 721,799 reactions and 888 catalyst types from USPTO. The task is: Predict which catalyst facilitates the given reaction. (1) Reactant: [F:1][C:2]1C=[C:4]([C:11]2[CH:16]=[CH:15][C:14]([O:17][CH2:18][CH:19]3[CH2:24][CH2:23][N:22]([CH2:25][C:26]([F:29])([CH3:28])[CH3:27])[CH2:21][CH2:20]3)=[CH:13][CH:12]=2)[CH:5]=[CH:6][C:7]=1C(O)=O.Cl.[OH:31][C@H:32]1[CH2:36][NH:35][C@H:34]([C:37]([O:39][CH3:40])=[O:38])[CH2:33]1.[CH2:41](Cl)[CH2:42]Cl.C1C=CC2N([OH:54])N=NC=2C=1.CCN(C(C)C)C(C)C. Product: [F:1][C:2]1[CH:7]=[CH:6][CH:5]=[C:4]([C:11]2[CH:16]=[CH:15][C:14]([O:17][CH2:18][CH:19]3[CH2:24][CH2:23][N:22]([CH2:25][C:26]([F:29])([CH3:27])[CH3:28])[CH2:21][CH2:20]3)=[CH:13][CH:12]=2)[C:41]=1[C:42]([N:35]1[CH2:36][C@H:32]([OH:31])[CH2:33][C@H:34]1[C:37]([O:39][CH3:40])=[O:38])=[O:54]. The catalyst class is: 3. (2) Reactant: [CH3:1][C:2]1[S:6][C:5]([C:7]2[CH:12]=[CH:11][CH:10]=[CH:9][C:8]=2[N+:13]([O-])=O)=[N:4][CH:3]=1.[Cl-].[NH4+].C(O)(C)C. Product: [CH3:1][C:2]1[S:6][C:5]([C:7]2[CH:12]=[CH:11][CH:10]=[CH:9][C:8]=2[NH2:13])=[N:4][CH:3]=1. The catalyst class is: 150.